This data is from Full USPTO retrosynthesis dataset with 1.9M reactions from patents (1976-2016). The task is: Predict the reactants needed to synthesize the given product. (1) Given the product [NH2:1][C:2]1[C:3]([C:13]([NH:16][C:17]2[C:25]3[C:20](=[N:21][CH:22]=[CH:23][CH:24]=3)[NH:19][N:18]=2)=[O:15])=[N:4][C:5]([Br:12])=[C:6]([C:8]([F:9])([F:10])[F:11])[N:7]=1, predict the reactants needed to synthesize it. The reactants are: [NH2:1][C:2]1[C:3]([C:13]([OH:15])=O)=[N:4][C:5]([Br:12])=[C:6]([C:8]([F:11])([F:10])[F:9])[N:7]=1.[NH2:16][C:17]1[C:25]2[C:20](=[N:21][CH:22]=[CH:23][CH:24]=2)[NH:19][N:18]=1.CN(C(ON1N=NC2C=CC=NC1=2)=[N+](C)C)C.F[P-](F)(F)(F)(F)F.CN1CCOCC1. (2) The reactants are: [Cl:1][C:2]1[CH:3]=[N:4][CH:5]=[C:6]([Cl:26])[C:7]=1[NH:8][C:9]1[NH:10][C:11]2[C:17]3[CH2:18][C:19]([CH3:22])([CH3:21])[O:20][C:16]=3[C:15]([C:23]([OH:25])=O)=[CH:14][C:12]=2[N:13]=1.F[P-](F)(F)(F)(F)F.N1(O[P+](N(C)C)(N(C)C)N(C)C)C2C=CC=CC=2N=N1.CN1CCOCC1.[Br:61][C:62]1[CH:68]=[CH:67][C:65]([NH2:66])=[CH:64][CH:63]=1. Given the product [Br:61][C:62]1[CH:68]=[CH:67][C:65]([NH:66][C:23]([C:15]2[C:16]3[O:20][C:19]([CH3:22])([CH3:21])[CH2:18][C:17]=3[C:11]3[NH:10][C:9]([NH:8][C:7]4[C:2]([Cl:1])=[CH:3][N:4]=[CH:5][C:6]=4[Cl:26])=[N:13][C:12]=3[CH:14]=2)=[O:25])=[CH:64][CH:63]=1, predict the reactants needed to synthesize it. (3) Given the product [CH2:13]([O:12][C:10](=[O:11])[CH:9]([C:6]([CH:1]1[CH2:3][CH2:2]1)([CH3:7])[CH3:8])[C:15]([O:17][CH2:18][CH3:19])=[O:16])[CH3:14], predict the reactants needed to synthesize it. The reactants are: [CH:1]1([Mg]Br)[CH2:3][CH2:2]1.[C:6](=[C:9]([C:15]([O:17][CH2:18][CH3:19])=[O:16])[C:10]([O:12][CH2:13][CH3:14])=[O:11])([CH3:8])[CH3:7].[NH4+].[Cl-]. (4) Given the product [CH3:23][S:24]([O:15][CH2:14][C:6]1[CH:7]=[C:8]([C:10]([F:11])([F:12])[F:13])[CH:9]=[C:4]([N+:1]([O-:3])=[O:2])[CH:5]=1)(=[O:26])=[O:25], predict the reactants needed to synthesize it. The reactants are: [N+:1]([C:4]1[CH:5]=[C:6]([CH2:14][OH:15])[CH:7]=[C:8]([C:10]([F:13])([F:12])[F:11])[CH:9]=1)([O-:3])=[O:2].C(N(CC)CC)C.[CH3:23][S:24](Cl)(=[O:26])=[O:25]. (5) Given the product [ClH:18].[CH3:17][O:16][CH2:15][CH2:14][N:11]1[CH2:12][CH2:13][NH:8][CH2:9][CH2:10]1, predict the reactants needed to synthesize it. The reactants are: C(OC([N:8]1[CH2:13][CH2:12][N:11]([CH2:14][CH2:15][O:16][CH3:17])[CH2:10][CH2:9]1)=O)(C)(C)C.[ClH:18].O1CCOCC1. (6) Given the product [F:7][C:8]1[C:16]([CH3:17])=[CH:15][C:1]([C:2]([Cl:4])=[O:3])=[CH:10][C:9]=1[CH3:18], predict the reactants needed to synthesize it. The reactants are: [C:1](Cl)(=O)[C:2]([Cl:4])=[O:3].[F:7][C:8]1[C:16]([CH3:17])=[CH:15]C(C(O)=O)=[CH:10][C:9]=1[CH3:18].CN(C=O)C. (7) Given the product [Cl:8][C:7]1[N:6]=[C:5]([C:9]([O:11][CH3:12])=[O:10])[C:4]([CH3:13])=[N:3][C:2]=1[O:17][CH3:16], predict the reactants needed to synthesize it. The reactants are: Cl[C:2]1[N:3]=[C:4]([CH3:13])[C:5]([C:9]([O:11][CH3:12])=[O:10])=[N:6][C:7]=1[Cl:8].CO.[C:16](=O)([O-])[O-:17].[K+].[K+].